From a dataset of Forward reaction prediction with 1.9M reactions from USPTO patents (1976-2016). Predict the product of the given reaction. (1) Given the reactants [CH3:1][O:2][C:3]1[CH:31]=[CH:30][C:6]([CH2:7][N:8]2[C:16]3[C:11](=[CH:12][CH:13]=[C:14]([N:17]4[CH2:22][CH2:21][N:20](C(OC(C)(C)C)=O)[CH2:19][CH2:18]4)[CH:15]=3)[CH:10]=[N:9]2)=[CH:5][CH:4]=1.Cl.C(Cl)Cl.CO, predict the reaction product. The product is: [CH3:1][O:2][C:3]1[CH:4]=[CH:5][C:6]([CH2:7][N:8]2[C:16]3[C:11](=[CH:12][CH:13]=[C:14]([N:17]4[CH2:18][CH2:19][NH:20][CH2:21][CH2:22]4)[CH:15]=3)[CH:10]=[N:9]2)=[CH:30][CH:31]=1. (2) Given the reactants C([O:4][C@@H:5]1[C@@H:10]([O:11]C(=O)C)[C@@H:9]([O:15]C(=O)C)[C@@H:8]([CH2:19][O:20]C(=O)C)[O:7][C@H:6]1[O:24][C@@H:25]1[C@@H:65]([CH2:66][O:67]C(=O)C)[O:64][C@H:28]([O:29][N:30]2[CH:34]=[C:33]([CH2:35][O:36][C@H:37]3[CH2:61][CH2:60][C@@:59]4([CH3:62])[CH:39]([CH2:40][CH2:41][C@@H:42]5[C@@H:58]4[CH2:57][CH2:56][C@@:55]4([CH3:63])[C@H:43]5[CH2:44][CH2:45][C@@H:46]4[C@H:47]([CH3:54])[CH2:48][CH2:49][CH2:50][CH:51]([CH3:53])[CH3:52])[CH2:38]3)[N:32]=[N:31]2)[C@H:27]([O:71]C(=O)C)[C@H:26]1[O:75]C(=O)C)(=O)C.C[O-].[Na+].CO, predict the reaction product. The product is: [C@@H:6]1([O:24][C@@H:25]2[C@@H:65]([CH2:66][OH:67])[O:64][C@@H:28]([O:29][N:30]3[CH:34]=[C:33]([CH2:35][O:36][C@H:37]4[CH2:61][CH2:60][C@@:59]5([CH3:62])[CH:39]([CH2:40][CH2:41][C@@H:42]6[C@@H:58]5[CH2:57][CH2:56][C@@:55]5([CH3:63])[C@H:43]6[CH2:44][CH2:45][C@@H:46]5[C@H:47]([CH3:54])[CH2:48][CH2:49][CH2:50][CH:51]([CH3:53])[CH3:52])[CH2:38]4)[N:32]=[N:31]3)[C@H:27]([OH:71])[C@H:26]2[OH:75])[O:7][C@H:8]([CH2:19][OH:20])[C@H:9]([OH:15])[C@H:10]([OH:11])[C@H:5]1[OH:4]. (3) Given the reactants [O:1]=[C:2]1[NH:6][CH2:5][C@H:4]([C@H:7]([O:9][C:10]2[C:11]3[N:12]([N:35]=[CH:36][CH:37]=3)[CH:13]=[C:14]([C:16]3[CH:21]=[CH:20][C:19]([N:22]4[CH2:27][CH2:26][N:25](C(OC(C)(C)C)=O)[CH2:24][CH2:23]4)=[CH:18][CH:17]=3)[N:15]=2)[CH3:8])[CH2:3]1.[C:38]([OH:44])([C:40]([F:43])([F:42])[F:41])=[O:39], predict the reaction product. The product is: [N:22]1([C:19]2[CH:18]=[CH:17][C:16]([C:14]3[N:15]=[C:10]([O:9][C@@H:7]([C@H:4]4[CH2:5][NH:6][C:2](=[O:1])[CH2:3]4)[CH3:8])[C:11]4[N:12]([N:35]=[CH:36][CH:37]=4)[CH:13]=3)=[CH:21][CH:20]=2)[CH2:23][CH2:24][NH:25][CH2:26][CH2:27]1.[F:41][C:40]([F:43])([F:42])[C:38]([OH:44])=[O:39].